This data is from NCI-60 drug combinations with 297,098 pairs across 59 cell lines. The task is: Regression. Given two drug SMILES strings and cell line genomic features, predict the synergy score measuring deviation from expected non-interaction effect. (1) Drug 1: C1=C(C(=O)NC(=O)N1)F. Drug 2: CCCCCOC(=O)NC1=NC(=O)N(C=C1F)C2C(C(C(O2)C)O)O. Cell line: T-47D. Synergy scores: CSS=25.1, Synergy_ZIP=1.54, Synergy_Bliss=-7.21, Synergy_Loewe=-17.4, Synergy_HSA=-7.18. (2) Drug 1: C1CN1P(=S)(N2CC2)N3CC3. Drug 2: COC1=C2C(=CC3=C1OC=C3)C=CC(=O)O2. Cell line: MDA-MB-435. Synergy scores: CSS=0.296, Synergy_ZIP=1.34, Synergy_Bliss=3.16, Synergy_Loewe=-2.17, Synergy_HSA=-1.91.